Dataset: Full USPTO retrosynthesis dataset with 1.9M reactions from patents (1976-2016). Task: Predict the reactants needed to synthesize the given product. (1) Given the product [F:19][C:20]1[CH:25]=[CH:24][C:23]([C:26]([F:29])([F:28])[F:27])=[CH:22][C:21]=1[NH:30][C:31]([NH:18][C:15]1[CH:16]=[CH:17][C:12]([N:8]2[CH:9]=[CH:10][N:11]=[C:7]2[C:4]2[CH:3]=[CH:2][N:1]=[CH:6][CH:5]=2)=[CH:13][CH:14]=1)=[O:32], predict the reactants needed to synthesize it. The reactants are: [N:1]1[CH:6]=[CH:5][C:4]([C:7]2[N:8]([C:12]3[CH:17]=[CH:16][C:15]([NH2:18])=[CH:14][CH:13]=3)[CH:9]=[CH:10][N:11]=2)=[CH:3][CH:2]=1.[F:19][C:20]1[CH:25]=[CH:24][C:23]([C:26]([F:29])([F:28])[F:27])=[CH:22][C:21]=1[N:30]=[C:31]=[O:32]. (2) The reactants are: [C:1]([O:5][C:6]([N:8]1[CH2:13][CH2:12][N:11]([C:14]2[O:15][C:16]3[C:22](Br)=[CH:21][C:20]([Cl:24])=[CH:19][C:17]=3[N:18]=2)[C@@H:10]([CH3:25])[CH2:9]1)=[O:7])([CH3:4])([CH3:3])[CH3:2].C(=O)([O-])[O-].[Cs+].[Cs+].CC1C=CC(P(C2C=CC3C(=CC=CC=3)C=2C2C3C(=CC=CC=3)C=CC=2P(C2C=CC(C)=CC=2)C2C=CC(C)=CC=2)C2C=CC(C)=CC=2)=CC=1.[NH:82]1[CH2:86][CH2:85][CH2:84][CH2:83]1. Given the product [C:1]([O:5][C:6]([N:8]1[CH2:13][CH2:12][N:11]([C:14]2[O:15][C:16]3[C:22]([N:82]4[CH2:86][CH2:85][CH2:84][CH2:83]4)=[CH:21][C:20]([Cl:24])=[CH:19][C:17]=3[N:18]=2)[C@@H:10]([CH3:25])[CH2:9]1)=[O:7])([CH3:4])([CH3:3])[CH3:2], predict the reactants needed to synthesize it. (3) Given the product [C:2]([CH:7]1[CH2:8][CH2:9][CH:10]([NH:13][C:14](=[O:30])[O:15][CH2:16][CH:17]2[C:29]3[CH:28]=[CH:27][CH:26]=[CH:25][C:24]=3[C:23]3[C:18]2=[CH:19][CH:20]=[CH:21][CH:22]=3)[CH2:11][CH2:12]1)(=[O:3])[CH3:1], predict the reactants needed to synthesize it. The reactants are: [CH3:1][C:2]1([CH:7]2[CH2:12][CH2:11][CH:10]([NH:13][C:14](=[O:30])[O:15][CH2:16][CH:17]3[C:29]4[CH:28]=[CH:27][CH:26]=[CH:25][C:24]=4[C:23]4[C:18]3=[CH:19][CH:20]=[CH:21][CH:22]=4)[CH2:9][CH2:8]2)OCC[O:3]1.C1(C)C=CC(S(O)(=O)=O)=CC=1.CC(C)=O. (4) Given the product [C:1]([O:5][C:6]([N:8]1[CH2:9][CH2:10][N:11]([C:14]2[C:19]([Cl:20])=[CH:18][C:17]([C:21]([O:23][CH3:24])=[O:22])=[CH:16][N:15]=2)[CH2:12][CH2:13]1)=[O:7])([CH3:4])([CH3:2])[CH3:3], predict the reactants needed to synthesize it. The reactants are: [C:1]([O:5][C:6]([N:8]1[CH2:13][CH2:12][N:11]([C:14]2[C:19]([Cl:20])=[CH:18][C:17]([C:21]([OH:23])=[O:22])=[CH:16][N:15]=2)[CH2:10][CH2:9]1)=[O:7])([CH3:4])([CH3:3])[CH3:2].[C:24]([O-])([O-])=O.[K+].[K+].CI. (5) The reactants are: Cl[CH2:2][CH2:3][CH2:4][O:5][C:6]1[CH:11]=[CH:10][C:9]([I:12])=[CH:8][CH:7]=1.C(#N)C.C(=O)([O-])[O-].[K+].[K+].[CH3:22][C:23]1([CH3:29])[CH2:28][CH2:27][CH2:26][NH:25][CH2:24]1. Given the product [I:12][C:9]1[CH:10]=[CH:11][C:6]([O:5][CH2:4][CH2:3][CH2:2][N:25]2[CH2:26][CH2:27][CH2:28][C:23]([CH3:29])([CH3:22])[CH2:24]2)=[CH:7][CH:8]=1, predict the reactants needed to synthesize it. (6) Given the product [Br:1][C:2]1[CH:3]=[CH:4][C:5]2[O:9][C:8]([C:10](=[O:12])[NH2:11])=[C:7]([NH:13][C:14]([C:16]3[CH:46]=[N:45][C:44]4[N:43]([N:42]=[C:41]([CH:38]5[CH2:39][CH2:40][N:35]([C:33]([O:32][C:28]([CH3:31])([CH3:30])[CH3:29])=[O:34])[CH2:36][CH2:37]5)[CH:52]=4)[CH:48]=3)=[O:15])[C:6]=2[CH:27]=1, predict the reactants needed to synthesize it. The reactants are: [Br:1][C:2]1[CH:3]=[CH:4][C:5]2[O:9][C:8]([C:10](=[O:12])[NH2:11])=[C:7]([NH:13][C:14]([CH:16]3CN(C(OC(C)(C)C)=O)C3)=[O:15])[C:6]=2[CH:27]=1.[C:28]([O:32][C:33]([N:35]1[CH2:40][CH2:39][CH:38]([C:41]2[CH:52]=[C:44]3[N:45]=[CH:46]C(C(O)=O)=[CH:48][N:43]3[N:42]=2)[CH2:37][CH2:36]1)=[O:34])([CH3:31])([CH3:30])[CH3:29].C(N1CC(C(O)=O)C1)(OC(C)(C)C)=O. (7) Given the product [N:1]1[C:10]2[C:5](=[CH:6][CH:7]=[CH:8][C:9]=2[S:11][CH2:12][C:13]2[CH:21]=[CH:20][CH:19]=[CH:18][C:14]=2[C:15]([Cl:25])=[O:16])[CH:4]=[CH:3][CH:2]=1, predict the reactants needed to synthesize it. The reactants are: [N:1]1[C:10]2[C:5](=[CH:6][CH:7]=[CH:8][C:9]=2[S:11][CH2:12][C:13]2[CH:21]=[CH:20][CH:19]=[CH:18][C:14]=2[C:15](O)=[O:16])[CH:4]=[CH:3][CH:2]=1.C(Cl)(=O)C([Cl:25])=O. (8) The reactants are: CC1(C)COB([C:8]2[CH:13]=[CH:12][C:11]([C:14]3([OH:18])[CH2:17][CH2:16][CH2:15]3)=[C:10]([O:19][CH3:20])[CH:9]=2)OC1.Br[C:23]1[CH:24]=[C:25]2[C:29](=[CH:30][C:31]=1[Cl:32])[NH:28][N:27]=[C:26]2[C:33]([OH:35])=[O:34].C(=O)([O-])[O-].[K+].[K+].OS([O-])(=O)=O.[Na+]. Given the product [Cl:32][C:31]1[CH:30]=[C:29]2[C:25]([C:26]([C:33]([OH:35])=[O:34])=[N:27][NH:28]2)=[CH:24][C:23]=1[C:8]1[CH:13]=[CH:12][C:11]([C:14]2([OH:18])[CH2:15][CH2:16][CH2:17]2)=[C:10]([O:19][CH3:20])[CH:9]=1, predict the reactants needed to synthesize it. (9) Given the product [F:25][C:26]1([F:30])[CH2:29][N:28]([C:4]([C:3]2[CH:7]=[CH:8][C:9]([N:11]3[C:15]4[CH2:16][CH2:17][O:18][CH2:19][C:14]=4[C:13]([C:20]([F:21])([F:22])[F:23])=[N:12]3)=[CH:10][C:2]=2[F:1])=[O:6])[CH2:27]1, predict the reactants needed to synthesize it. The reactants are: [F:1][C:2]1[CH:10]=[C:9]([N:11]2[C:15]3[CH2:16][CH2:17][O:18][CH2:19][C:14]=3[C:13]([C:20]([F:23])([F:22])[F:21])=[N:12]2)[CH:8]=[CH:7][C:3]=1[C:4]([OH:6])=O.Cl.[F:25][C:26]1([F:30])[CH2:29][NH:28][CH2:27]1.C(N(CC)C(C)C)(C)C.CN(C(ON1N=NC2C=CC=NC1=2)=[N+](C)C)C.F[P-](F)(F)(F)(F)F.